Dataset: Full USPTO retrosynthesis dataset with 1.9M reactions from patents (1976-2016). Task: Predict the reactants needed to synthesize the given product. Given the product [Cl:1][C:2]1[CH:7]=[CH:6][C:5]([C:8]2[C:13]([C:14]([NH:28][CH:26]3[CH2:27][CH2:25]3)=[O:16])=[CH:12][N:11]=[CH:10][CH:9]=2)=[C:4]([F:17])[CH:3]=1, predict the reactants needed to synthesize it. The reactants are: [Cl:1][C:2]1[CH:7]=[CH:6][C:5]([C:8]2[C:13]([C:14]([OH:16])=O)=[CH:12][N:11]=[CH:10][CH:9]=2)=[C:4]([F:17])[CH:3]=1.C(Cl)CCl.C1C=C[C:25]2N(O)N=[N:28][C:26]=2[CH:27]=1.CCN(C(C)C)C(C)C.C1(N)CC1.